This data is from Aqueous solubility values for 9,982 compounds from the AqSolDB database. The task is: Regression/Classification. Given a drug SMILES string, predict its absorption, distribution, metabolism, or excretion properties. Task type varies by dataset: regression for continuous measurements (e.g., permeability, clearance, half-life) or binary classification for categorical outcomes (e.g., BBB penetration, CYP inhibition). For this dataset (solubility_aqsoldb), we predict Y. (1) The compound is Cc1ccc(C(=O)O)cc1C. The Y is -3.16 log mol/L. (2) The compound is CSc1nnc(C(C)(C)C)c(=O)n1/N=C/C(C)C. The Y is -4.43 log mol/L. (3) The molecule is CC(C)(C)C(=O)OCn1cc(F)c(=O)n(COC(=O)C(C)(C)C)c1=O. The Y is -3.90 log mol/L. (4) The drug is O=C(O)c1ccccc1O. The Y is -1.82 log mol/L. (5) The molecule is NC(N)=Nc1nc(CSCC/C(N)=N\S(N)(=O)=O)cs1. The Y is -2.65 log mol/L. (6) The drug is O=C1CCCCCCCCCCOCCCCO1. The Y is -4.02 log mol/L.